This data is from Full USPTO retrosynthesis dataset with 1.9M reactions from patents (1976-2016). The task is: Predict the reactants needed to synthesize the given product. (1) Given the product [Cl:1][C:2]1[C:3]2[N:4]([C:8]([CH:34]([OH:35])[C:32]3[CH:31]=[CH:30][C:24]4/[C:25](=[C:26](/[CH3:29])\[C:27]#[N:28])/[C:19]5[CH:18]=[CH:17][C:16]([F:15])=[CH:36][C:20]=5[O:21][CH2:22][C:23]=4[CH:33]=3)=[C:9]([CH:11]([CH3:13])[CH3:12])[N:10]=2)[CH:5]=[CH:6][CH:7]=1, predict the reactants needed to synthesize it. The reactants are: [Cl:1][C:2]1[C:3]2[N:4]([C:8](I)=[C:9]([CH:11]([CH3:13])[CH3:12])[N:10]=2)[CH:5]=[CH:6][CH:7]=1.[F:15][C:16]1[CH:17]=[CH:18][C:19]2=[C:20]([CH:36]=1)[O:21][CH2:22][C:23]1[CH:33]=[C:32]([CH:34]=[O:35])[CH:31]=[CH:30][C:24]=1/[C:25]/2=[C:26](/[CH3:29])\[C:27]#[N:28]. (2) Given the product [C:1]([C:5]1[CH:9]=[C:8]([NH:10][C:11]([NH:13][C:14]2[CH:19]=[CH:18][C:17]([CH3:20])=[C:16]([C:21]3[C:32](=[O:33])[N:31]([CH3:34])[C:24]4[N:25]=[C:26]([NH:36][CH3:35])[N:27]=[CH:28][C:23]=4[CH:22]=3)[CH:15]=2)=[O:12])[O:7][N:6]=1)([CH3:4])([CH3:3])[CH3:2], predict the reactants needed to synthesize it. The reactants are: [C:1]([C:5]1[CH:9]=[C:8]([NH:10][C:11]([NH:13][C:14]2[CH:19]=[CH:18][C:17]([CH3:20])=[C:16]([C:21]3[C:32](=[O:33])[N:31]([CH3:34])[C:24]4[N:25]=[C:26](SC)[N:27]=[CH:28][C:23]=4[CH:22]=3)[CH:15]=2)=[O:12])[O:7][N:6]=1)([CH3:4])([CH3:3])[CH3:2].[CH3:35][NH2:36].C1COCC1. (3) Given the product [CH:1]([N:14]1[CH2:17][CH:16]([F:32])[CH2:15]1)([C:8]1[CH:13]=[CH:12][CH:11]=[CH:10][CH:9]=1)[C:2]1[CH:7]=[CH:6][CH:5]=[CH:4][CH:3]=1, predict the reactants needed to synthesize it. The reactants are: [CH:1]([N:14]1[CH2:17][CH:16](O)[CH2:15]1)([C:8]1[CH:13]=[CH:12][CH:11]=[CH:10][CH:9]=1)[C:2]1[CH:7]=[CH:6][CH:5]=[CH:4][CH:3]=1.ClCCl.COCCN(S(F)(F)[F:32])CCOC.C(=O)(O)[O-].[Na+].